Dataset: Catalyst prediction with 721,799 reactions and 888 catalyst types from USPTO. Task: Predict which catalyst facilitates the given reaction. (1) Product: [CH2:53]([O:52][C:49](=[O:51])/[CH:50]=[CH:47]\[C:30]1[C:29]2[C:33](=[CH:34][CH:35]=[C:27]([O:26][CH3:25])[CH:28]=2)[N:32]([S:36]([C:39]2[CH:40]=[CH:41][C:42]([O:45][CH3:46])=[CH:43][CH:44]=2)(=[O:38])=[O:37])[CH:31]=1)[CH3:54]. Reactant: C1(OP(CC(OCC)=O)(OC2C=CC=CC=2)=O)C=CC=CC=1.[H-].[Na+].[CH3:25][O:26][C:27]1[CH:28]=[C:29]2[C:33](=[CH:34][CH:35]=1)[N:32]([S:36]([C:39]1[CH:44]=[CH:43][C:42]([O:45][CH3:46])=[CH:41][CH:40]=1)(=[O:38])=[O:37])[CH:31]=[C:30]2[CH:47]=O.[C:49]([O:52][CH2:53][CH3:54])(=[O:51])[CH3:50]. The catalyst class is: 7. (2) Reactant: [Cl:1][C:2]1[N:10]=[C:9]2[C:5]([NH:6][CH:7]=[N:8]2)=[C:4](Cl)[N:3]=1.[NH2:12][C:13]1[CH:28]=[CH:27][C:16]([C:17]([O:19][CH2:20][CH2:21][N:22]([CH2:25][CH3:26])[CH2:23][CH3:24])=[O:18])=[CH:15][CH:14]=1. Product: [Cl:1][C:2]1[N:10]=[C:9]2[C:5]([N:6]=[CH:7][NH:8]2)=[C:4]([NH:12][C:13]2[CH:28]=[CH:27][C:16]([C:17]([O:19][CH2:20][CH2:21][N:22]([CH2:25][CH3:26])[CH2:23][CH3:24])=[O:18])=[CH:15][CH:14]=2)[N:3]=1. The catalyst class is: 51. (3) Reactant: [CH3:1][O:2][C:3]1[N:8]=[CH:7][C:6]([C:9]2[N:14]=[C:13]([NH2:15])[CH:12]=[CH:11][N:10]=2)=[CH:5][CH:4]=1.Cl[C:17]1[N:22]=[CH:21][C:20]2[N:23]=[CH:24][N:25]([CH:26]([CH3:28])[CH3:27])[C:19]=2[CH:18]=1.C(=O)([O-])[O-].[Cs+].[Cs+].CC(C1C=C(C(C)C)C(C2C=CC=CC=2P(C2CCCCC2)C2CCCCC2)=C(C(C)C)C=1)C. Product: [CH:26]([N:25]1[C:19]2[CH:18]=[C:17]([NH:15][C:13]3[CH:12]=[CH:11][N:10]=[C:9]([C:6]4[CH:7]=[N:8][C:3]([O:2][CH3:1])=[CH:4][CH:5]=4)[N:14]=3)[N:22]=[CH:21][C:20]=2[N:23]=[CH:24]1)([CH3:28])[CH3:27]. The catalyst class is: 102. (4) Product: [N:1]1([C:8]([C:10]2[CH:18]=[C:17]3[C:13]([C:14]([C:28]4[N:32]5[CH:33]=[C:34]([F:37])[CH:35]=[CH:36][C:31]5=[N:30][CH:29]=4)=[CH:15][NH:16]3)=[CH:12][CH:11]=2)=[O:9])[CH2:2][CH2:3][CH2:4][CH2:5][CH2:6][CH2:7]1. The catalyst class is: 1. Reactant: [N:1]1([C:8]([C:10]2[CH:18]=[C:17]3[C:13]([C:14]([C:28]4[N:32]5[CH:33]=[C:34]([F:37])[CH:35]=[CH:36][C:31]5=[N:30][CH:29]=4)=[CH:15][N:16]3S(C3C=CC=CC=3)(=O)=O)=[CH:12][CH:11]=2)=[O:9])[CH2:7][CH2:6][CH2:5][CH2:4][CH2:3][CH2:2]1.CCCC[N+](CCCC)(CCCC)CCCC.[F-].